Predict which catalyst facilitates the given reaction. From a dataset of Catalyst prediction with 721,799 reactions and 888 catalyst types from USPTO. (1) Reactant: [NH:1]1[C:5]2[CH:6]=[CH:7][CH:8]=[CH:9][C:4]=2[N:3]=[C:2]1[C:10]([N:12]1[CH2:15][CH:14]([O:16][C:17]2[C:18]([C:23]3[CH2:24][N:25](C(OC(C)(C)C)=O)[CH2:26][CH2:27][CH:28]=3)=[N:19][CH:20]=[CH:21][N:22]=2)[CH2:13]1)=[O:11].FC(F)(F)C(O)=O. Product: [NH:1]1[C:5]2[CH:6]=[CH:7][CH:8]=[CH:9][C:4]=2[N:3]=[C:2]1[C:10]([N:12]1[CH2:13][CH:14]([O:16][C:17]2[C:18]([C:23]3[CH2:24][NH:25][CH2:26][CH2:27][CH:28]=3)=[N:19][CH:20]=[CH:21][N:22]=2)[CH2:15]1)=[O:11]. The catalyst class is: 2. (2) Reactant: [Br:1][C:2]1[CH:3]=[C:4]([CH:8]([C:13]2[CH:18]=[CH:17][CH:16]=[C:15]([Cl:19])[CH:14]=2)[O:9][CH2:10][CH2:11][NH2:12])[CH:5]=[CH:6][CH:7]=1.CCN(CC)CC.Cl[C:28]([O:30][CH3:31])=[O:29].O. Product: [Br:1][C:2]1[CH:3]=[C:4]([CH:8]([C:13]2[CH:18]=[CH:17][CH:16]=[C:15]([Cl:19])[CH:14]=2)[O:9][CH2:10][CH2:11][NH:12][C:28](=[O:29])[O:30][CH3:31])[CH:5]=[CH:6][CH:7]=1. The catalyst class is: 79. (3) Reactant: [CH2:1]([C:4]1[CH:9]=[N:8][CH:7]=[CH:6][N:5]=1)[CH2:2][CH3:3]. Product: [CH2:1]([CH:4]1[CH2:9][NH:8][CH2:7][CH2:6][NH:5]1)[CH2:2][CH3:3]. The catalyst class is: 29. (4) Reactant: C([O:3][C:4](=[O:21])[C:5]([N:7]1[CH2:12][CH2:11][CH:10]([CH2:13][C:14]2[CH:19]=[CH:18][C:17]([Cl:20])=[CH:16][CH:15]=2)[CH2:9][CH2:8]1)=[O:6])C. Product: [Cl:20][C:17]1[CH:16]=[CH:15][C:14]([CH2:13][CH:10]2[CH2:9][CH2:8][N:7]([C:5](=[O:6])[C:4]([OH:21])=[O:3])[CH2:12][CH2:11]2)=[CH:19][CH:18]=1. The catalyst class is: 40. (5) Reactant: [C:1]1([CH:7]([NH:9][CH:10]2[CH2:15][CH2:14][N:13]([C:16]([O:18][C:19]([CH3:22])([CH3:21])[CH3:20])=[O:17])[CH2:12][CH:11]2[C:23](OCC)=[O:24])[CH3:8])[CH:6]=[CH:5][CH:4]=[CH:3][CH:2]=1.[H-].[Al+3].[Li+].[H-].[H-].[H-]. Product: [OH:24][CH2:23][CH:11]1[CH:10]([NH:9][CH:7]([C:1]2[CH:2]=[CH:3][CH:4]=[CH:5][CH:6]=2)[CH3:8])[CH2:15][CH2:14][N:13]([C:16]([O:18][C:19]([CH3:20])([CH3:22])[CH3:21])=[O:17])[CH2:12]1. The catalyst class is: 1. (6) Reactant: [F:1][C:2]1[CH:9]=[C:8]([OH:10])[CH:7]=[CH:6][C:3]=1[C:4]#[N:5].[C:11]([O:16][CH3:17])(=[O:15])[C@H:12]([CH3:14])O.C1(P(C2C=CC=CC=2)C2C=CC=CC=2)C=CC=CC=1.N(C(OCC)=O)=NC(OCC)=O. Product: [CH3:17][O:16][C:11](=[O:15])[C@H:12]([O:10][C:8]1[CH:7]=[CH:6][C:3]([C:4]#[N:5])=[C:2]([F:1])[CH:9]=1)[CH3:14]. The catalyst class is: 13. (7) Reactant: C([O:8][N:9]1[C:15](=[O:16])[N:14]2[CH2:17][C@H:10]1[CH2:11][CH2:12][C@H:13]2[C:18]([NH:20][NH:21][C:22]([CH:24]1[CH2:28][CH2:27][CH2:26][CH2:25]1)=[O:23])=[O:19])C1C=CC=CC=1.[H][H]. Product: [CH:24]1([C:22]([NH:21][NH:20][C:18]([C@@H:13]2[CH2:12][CH2:11][C@@H:10]3[CH2:17][N:14]2[C:15](=[O:16])[N:9]3[OH:8])=[O:19])=[O:23])[CH2:28][CH2:27][CH2:26][CH2:25]1. The catalyst class is: 19. (8) Reactant: C(=O)([O-])[O-].[K+].[K+].[Cl:7][C:8]1[CH:9]=[N:10][CH:11]=[C:12]([C:14]#[C:15][Si](C)(C)C)[CH:13]=1. Product: [Cl:7][C:8]1[CH:9]=[N:10][CH:11]=[C:12]([C:14]#[CH:15])[CH:13]=1. The catalyst class is: 5. (9) Reactant: [CH3:1][O:2][CH2:3][C@H:4]([CH3:51])[CH2:5][O:6][CH2:7][C:8]1[CH:13]=[CH:12][C:11]([C@@H:14]2[C@@H:19]([O:20][CH2:21][C:22]3[CH:23]=[CH:24][C:25]4[O:30][CH2:29][CH2:28][N:27]([CH2:31][CH2:32][CH2:33][O:34][CH3:35])[C:26]=4[CH:36]=3)[CH2:18][N:17]([S:37]([C:40]3[CH:45]=[CH:44][C:43]([CH3:46])=[CH:42][CH:41]=3)(=[O:39])=[O:38])[C@@H:16]([CH2:47][C:48](O)=[O:49])[CH2:15]2)=[CH:10][CH:9]=1.ClC(N(C)C)=C(C)C.[C:60]([O:64][C:65]([CH3:68])([CH3:67])[CH3:66])(=[O:63])[NH:61][NH2:62].CCN(CC)CC. Product: [C:65]([O:64][C:60]([NH:61][NH:62][C:48](=[O:49])[CH2:47][C@H:16]1[CH2:15][C@H:14]([C:11]2[CH:12]=[CH:13][C:8]([CH2:7][O:6][CH2:5][C@@H:4]([CH3:51])[CH2:3][O:2][CH3:1])=[CH:9][CH:10]=2)[C@@H:19]([O:20][CH2:21][C:22]2[CH:23]=[CH:24][C:25]3[O:30][CH2:29][CH2:28][N:27]([CH2:31][CH2:32][CH2:33][O:34][CH3:35])[C:26]=3[CH:36]=2)[CH2:18][N:17]1[S:37]([C:40]1[CH:45]=[CH:44][C:43]([CH3:46])=[CH:42][CH:41]=1)(=[O:39])=[O:38])=[O:63])([CH3:68])([CH3:67])[CH3:66]. The catalyst class is: 2. (10) Reactant: [H-].[Na+].[CH3:3][CH2:4][CH:5](P(OCC)(OCC)=O)[C:6]([O:8][CH2:9][CH3:10])=[O:7].[CH3:19][NH:20][C:21]1[CH:22]=[C:23]([C:27]2[CH:32]=[CH:31][C:30]([CH:33]=O)=[CH:29][CH:28]=2)[CH:24]=[CH:25][CH:26]=1.[Cl-].[NH4+]. Product: [CH3:19][NH:20][C:21]1[CH:22]=[C:23]([C:27]2[CH:32]=[CH:31][C:30](/[CH:33]=[C:5](\[CH2:4][CH3:3])/[C:6]([O:8][CH2:9][CH3:10])=[O:7])=[CH:29][CH:28]=2)[CH:24]=[CH:25][CH:26]=1. The catalyst class is: 7.